From a dataset of Catalyst prediction with 721,799 reactions and 888 catalyst types from USPTO. Predict which catalyst facilitates the given reaction. (1) The catalyst class is: 1. Product: [NH2:1][C:2]1[N:10]=[CH:9][N:8]=[C:7]2[C:3]=1[N:4]=[CH:5][N:6]2[C@H:11]1[C@@H:15]2[O:16][C:17]([CH3:19])([CH3:20])[O:18][C@@H:14]2[C@@H:13]([CH2:21][N:22]([CH3:31])[CH:23]2[CH2:24][CH:25]([CH2:27][OH:28])[CH2:26]2)[O:12]1. Reactant: [NH2:1][C:2]1[N:10]=[CH:9][N:8]=[C:7]2[C:3]=1[N:4]=[CH:5][N:6]2[C@H:11]1[C@@H:15]2[O:16][C:17]([CH3:20])([CH3:19])[O:18][C@@H:14]2[C@@H:13]([CH2:21][N:22]([CH3:31])[CH:23]2[CH2:26][CH:25]([C:27](OC)=[O:28])[CH2:24]2)[O:12]1.[H-].[H-].[H-].[H-].[Li+].[Al+3].O.[OH-].[Na+]. (2) Reactant: [Cl:1][C:2]1[CH:7]=[C:6]([F:8])[CH:5]=[CH:4][C:3]=1[C:9]1[S:13][C:12]([C:14]([OH:16])=O)=[CH:11][C:10]=1[C:17]1[CH:22]=[CH:21][C:20]([O:23][CH2:24][CH2:25][CH2:26][O:27][CH:28]2[CH2:33][CH2:32][CH2:31][CH2:30][O:29]2)=[CH:19][CH:18]=1.Cl.[C:35]1([C:41]2([C:47]([NH2:49])=[O:48])[CH2:46][CH2:45][NH:44][CH2:43][CH2:42]2)[CH:40]=[CH:39][CH:38]=[CH:37][CH:36]=1.CCN(CC)CC.CN(C(ON1N=NC2C=CC=CC1=2)=[N+](C)C)C.[B-](F)(F)(F)F. Product: [Cl:1][C:2]1[CH:7]=[C:6]([F:8])[CH:5]=[CH:4][C:3]=1[C:9]1[S:13][C:12]([C:14]([N:44]2[CH2:43][CH2:42][C:41]([C:35]3[CH:36]=[CH:37][CH:38]=[CH:39][CH:40]=3)([C:47]([NH2:49])=[O:48])[CH2:46][CH2:45]2)=[O:16])=[CH:11][C:10]=1[C:17]1[CH:22]=[CH:21][C:20]([O:23][CH2:24][CH2:25][CH2:26][O:27][CH:28]2[CH2:33][CH2:32][CH2:31][CH2:30][O:29]2)=[CH:19][CH:18]=1. The catalyst class is: 2. (3) Reactant: [F:1][CH:2]([F:25])[O:3][C:4]1[CH:9]=[CH:8][N:7]=[C:6]([O:10][C@H:11]2[CH2:16][N:15](C(OC(C)(C)C)=O)[C@H:14]([CH3:24])[CH2:13][CH2:12]2)[CH:5]=1.FC(F)(F)C(O)=O. Product: [F:25][CH:2]([F:1])[O:3][C:4]1[CH:9]=[CH:8][N:7]=[C:6]([O:10][C@@H:11]2[CH2:12][CH2:13][C@@H:14]([CH3:24])[NH:15][CH2:16]2)[CH:5]=1. The catalyst class is: 4. (4) Reactant: [C:1]12([CH2:13][CH2:14][CH2:15][N:16](C(OC(C)(C)C)=O)C(OC(C)(C)C)=O)[BH:12][CH:9]([BH:10][BH:11]1)[BH:8][BH:7][BH:6][BH:5][BH:4][BH:3][BH:2]2. Product: [C:1]12([CH2:13][CH2:14][CH2:15][NH2:16])[BH:12][CH:9]([BH:10][BH:11]1)[BH:8][BH:7][BH:6][BH:5][BH:4][BH:3][BH:2]2. The catalyst class is: 818. (5) Reactant: [CH3:1][O:2][C:3]1[CH:4]=[C:5]2[C:10](=[CH:11][C:12]=1[O:13][CH3:14])[N:9]=[CH:8][N:7]=[C:6]2[CH:15]1[CH2:20][CH2:19][N:18]([C:21](Cl)=[O:22])[CH2:17][CH2:16]1.[F:24][CH:25]([F:34])[O:26][C:27]1[CH:33]=[CH:32][C:30]([NH2:31])=[CH:29][CH:28]=1.CCN(C(C)C)C(C)C. Product: [F:24][CH:25]([F:34])[O:26][C:27]1[CH:28]=[CH:29][C:30]([NH:31][C:21]([N:18]2[CH2:19][CH2:20][CH:15]([C:6]3[C:5]4[C:10](=[CH:11][C:12]([O:13][CH3:14])=[C:3]([O:2][CH3:1])[CH:4]=4)[N:9]=[CH:8][N:7]=3)[CH2:16][CH2:17]2)=[O:22])=[CH:32][CH:33]=1. The catalyst class is: 16. (6) Reactant: [Cl:1][C:2]1[CH:14]=[CH:13][C:5]2[CH:6]([CH2:9][C:10](O)=[O:11])[O:7][CH2:8][C:4]=2[CH:3]=1. Product: [Cl:1][C:2]1[CH:14]=[CH:13][C:5]2[CH:6]([CH2:9][CH2:10][OH:11])[O:7][CH2:8][C:4]=2[CH:3]=1. The catalyst class is: 1.